Dataset: Full USPTO retrosynthesis dataset with 1.9M reactions from patents (1976-2016). Task: Predict the reactants needed to synthesize the given product. (1) Given the product [CH3:39][S:36]([O:1][CH2:2][C:3]1([CH2:7][O:8][C:9]2[C:10]([C:19]3[CH:27]=[CH:26][CH:25]=[C:24]4[C:20]=3[CH2:21][CH2:22][C:23]4=[O:28])=[CH:11][CH:12]=[C:13]([O:17][CH3:18])[C:14]=2[O:15][CH3:16])[CH2:4][O:5][CH2:6]1)(=[O:38])=[O:37], predict the reactants needed to synthesize it. The reactants are: [OH:1][CH2:2][C:3]1([CH2:7][O:8][C:9]2[C:14]([O:15][CH3:16])=[C:13]([O:17][CH3:18])[CH:12]=[CH:11][C:10]=2[C:19]2[CH:27]=[CH:26][CH:25]=[C:24]3[C:20]=2[CH2:21][CH2:22][C:23]3=[O:28])[CH2:6][O:5][CH2:4]1.C(N(CC)CC)C.[S:36](Cl)([CH3:39])(=[O:38])=[O:37]. (2) Given the product [Cl:1][C:2]1[CH:3]=[CH:4][C:5]([C:8]2[CH:9]=[C:10]([NH:20][C:27]([C:24]3[CH:25]=[CH:26][N:22]([CH3:21])[N:23]=3)=[O:28])[CH:11]=[N:12][C:13]=2[O:14][CH2:15][C:16]([F:17])([F:18])[F:19])=[CH:6][CH:7]=1, predict the reactants needed to synthesize it. The reactants are: [Cl:1][C:2]1[CH:7]=[CH:6][C:5]([C:8]2[CH:9]=[C:10]([NH2:20])[CH:11]=[N:12][C:13]=2[O:14][CH2:15][C:16]([F:19])([F:18])[F:17])=[CH:4][CH:3]=1.[CH3:21][N:22]1[CH:26]=[CH:25][C:24]([C:27](O)=[O:28])=[N:23]1. (3) Given the product [NH2:10][C:5]1[CH:4]=[C:3]([O:2][CH3:1])[CH:8]=[CH:7][C:6]=1[NH:9][C:19]([C:15]1[C:14]([N+:11]([O-:13])=[O:12])=[CH:18][NH:17][N:16]=1)=[O:20], predict the reactants needed to synthesize it. The reactants are: [CH3:1][O:2][C:3]1[CH:8]=[CH:7][C:6]([NH2:9])=[C:5]([NH2:10])[CH:4]=1.[N+:11]([C:14]1[C:15]([C:19](Cl)=[O:20])=[N:16][NH:17][CH:18]=1)([O-:13])=[O:12].[N+](C1C(C(O)=O)=NNC=1)([O-])=O.C(Cl)(=O)C(Cl)=O. (4) Given the product [Br:1][C:2]1[N:6]2[CH:7]=[CH:8][N:9]=[C:10]([NH:16][CH2:12][CH2:13][CH2:14][CH3:15])[C:5]2=[N:4][CH:3]=1, predict the reactants needed to synthesize it. The reactants are: [Br:1][C:2]1[N:6]2[C:7](Br)=[CH:8][N:9]=[CH:10][C:5]2=[N:4][CH:3]=1.[CH2:12]([NH2:16])[CH2:13][CH2:14][CH3:15]. (5) Given the product [C:1]([C:11]1[S:10][C:9]([Cl:8])=[CH:13][CH:12]=1)(=[O:3])[CH3:2], predict the reactants needed to synthesize it. The reactants are: [C:1](OC(=O)C)(=[O:3])[CH3:2].[Cl:8][C:9]1[S:10][CH:11]=[CH:12][CH:13]=1.